This data is from Full USPTO retrosynthesis dataset with 1.9M reactions from patents (1976-2016). The task is: Predict the reactants needed to synthesize the given product. (1) Given the product [CH2:14]([N:16]1[CH2:21][CH2:20][N:19]([C:22]2[CH:23]=[C:24]([O:35][CH3:36])[CH:25]=[C:26]3[C:31]=2[O:30][CH:29]([C:32]([NH:13][C:10]2[CH:9]=[CH:8][C:7]([N:1]4[CH2:2][CH2:3][O:4][CH2:5][CH2:6]4)=[CH:12][CH:11]=2)=[O:33])[CH2:28][CH2:27]3)[CH2:18][CH2:17]1)[CH3:15], predict the reactants needed to synthesize it. The reactants are: [N:1]1([C:7]2[CH:12]=[CH:11][C:10]([NH2:13])=[CH:9][CH:8]=2)[CH2:6][CH2:5][O:4][CH2:3][CH2:2]1.[CH2:14]([N:16]1[CH2:21][CH2:20][N:19]([C:22]2[CH:23]=[C:24]([O:35][CH3:36])[CH:25]=[C:26]3[C:31]=2[O:30][CH:29]([C:32](O)=[O:33])[CH2:28][CH2:27]3)[CH2:18][CH2:17]1)[CH3:15]. (2) Given the product [C:44]([C@@:39]([C:40]([OH:42])=[O:41])([OH:43])[C@@:38]([C:30](=[O:37])[C:31]1[CH:36]=[CH:35][CH:34]=[CH:33][CH:32]=1)([OH:52])[C:53]([OH:55])=[O:54])(=[O:51])[C:45]1[CH:50]=[CH:49][CH:48]=[CH:47][CH:46]=1.[O:1]=[C:2]([N:16]1[CH2:21][CH2:20][N:19]2[C:22]([C:25]([F:28])([F:27])[F:26])=[N:23][N:24]=[C:18]2[CH2:17]1)[CH2:3][CH:4]([NH2:15])[CH2:5][C:6]1[CH:11]=[C:10]([F:12])[C:9]([F:13])=[CH:8][C:7]=1[F:14], predict the reactants needed to synthesize it. The reactants are: [O:1]=[C:2]([N:16]1[CH2:21][CH2:20][N:19]2[C:22]([C:25]([F:28])([F:27])[F:26])=[N:23][N:24]=[C:18]2[CH2:17]1)[CH2:3][CH:4]([NH2:15])[CH2:5][C:6]1[CH:11]=[C:10]([F:12])[C:9]([F:13])=[CH:8][C:7]=1[F:14].O.[C:30]([C@@:38]([C:53]([OH:55])=[O:54])([OH:52])[C@@:39]([C:44](=[O:51])[C:45]1[CH:50]=[CH:49][CH:48]=[CH:47][CH:46]=1)([OH:43])[C:40]([OH:42])=[O:41])(=[O:37])[C:31]1[CH:36]=[CH:35][CH:34]=[CH:33][CH:32]=1.C([O-])(O)=O.[Na+].O=C(N1CCN2C(C(F)(F)F)=NN=C2C1)C[C@@H](N)CC1C=C(F)C(F)=CC=1F. (3) Given the product [CH3:35][C:33]1[N:34]=[C:30]([C:26]2[N:27]=[C:28]([NH2:29])[C:23]3[CH:8]=[C:9]([CH:10]=[CH2:11])[S:36][C:24]=3[N:25]=2)[S:31][CH:32]=1, predict the reactants needed to synthesize it. The reactants are: [CH2:8](OB(C=C)O[CH2:8][CH2:9][CH2:10][CH3:11])[CH2:9][CH2:10][CH3:11].O1CCOCC1.BrC1[S:36][C:24]2[N:25]=[C:26]([C:30]3[S:31][CH:32]=[C:33]([CH3:35])[N:34]=3)[N:27]=[C:28]([NH2:29])[C:23]=2C=1.C([O-])([O-])=O.[K+].[K+]. (4) Given the product [Cl:14][C:9]1[CH:10]=[CH:11][CH:12]=[C:13]2[C:8]=1[C:7]([C:15]([NH:17][CH2:18][CH:19]1[CH2:24][CH2:23][C:22]([F:26])([F:25])[CH2:21][CH2:20]1)=[O:16])=[CH:6][N:5]2[CH:3]1[CH2:4][N:1]([CH:28]2[CH2:30][CH2:29]2)[CH2:2]1, predict the reactants needed to synthesize it. The reactants are: [NH:1]1[CH2:4][CH:3]([N:5]2[C:13]3[C:8](=[C:9]([Cl:14])[CH:10]=[CH:11][CH:12]=3)[C:7]([C:15]([NH:17][CH2:18][CH:19]3[CH2:24][CH2:23][C:22]([F:26])([F:25])[CH2:21][CH2:20]3)=[O:16])=[CH:6]2)[CH2:2]1.Br[CH:28]1[CH2:30][CH2:29]1.C(=O)([O-])[O-].[K+].[K+].[I-].[Na+].